This data is from Cav3 T-type calcium channel HTS with 100,875 compounds. The task is: Binary Classification. Given a drug SMILES string, predict its activity (active/inactive) in a high-throughput screening assay against a specified biological target. (1) The molecule is s1c(NC(=O)CCCCCC)nc(c1c1nc(sc1)Nc1cc(OC)ccc1)C. The result is 0 (inactive). (2) The compound is O=C(N\N=C/c1c(n(nc1)CC)C)c1c2c(nc(c3c(cc(cc3)C)C)c1)cccc2. The result is 0 (inactive). (3) The result is 0 (inactive). The molecule is S(=O)(=O)(N1Cc2c(Oc3c1cccc3)ccc([N+]([O-])=O)c2)c1c(cccc1)C(OC)=O. (4) The molecule is Clc1c(NC(=O)Nc2c(cccc2)C#N)ccc(c1)C. The result is 0 (inactive).